This data is from Forward reaction prediction with 1.9M reactions from USPTO patents (1976-2016). The task is: Predict the product of the given reaction. (1) Given the reactants [CH2:1]([Li])CCC.[Cl:6][C:7]1[CH:21]=[CH:20][C:10]([O:11][C:12]2[CH:19]=[CH:18][C:15]([CH:16]=O)=[CH:14][CH:13]=2)=[CH:9][C:8]=1[O:22][C:23]([F:26])([F:25])[F:24], predict the reaction product. The product is: [Cl:6][C:7]1[CH:21]=[CH:20][C:10]([O:11][C:12]2[CH:19]=[CH:18][C:15]([CH:16]=[CH2:1])=[CH:14][CH:13]=2)=[CH:9][C:8]=1[O:22][C:23]([F:26])([F:25])[F:24]. (2) Given the reactants C(O[C:9]([CH:11]1[N:15]2[C:16](=[O:29])[CH:17]([NH:21][C:22]([O:24][C:25]([CH3:28])([CH3:27])[CH3:26])=[O:23])[CH:18]=[CH:19][CH2:20][CH:14]2[CH2:13][CH2:12]1)=[O:10])C1C=CC=CC=1.[CH:30]1[CH:31]=[CH:32][C:33]2N(O)N=[N:36][C:34]=2[CH:35]=1.CCN=C=N[CH2:45][CH2:46][CH2:47]N(C)C.[CH3:51]CN(C(C)C)C(C)C, predict the reaction product. The product is: [C:25]([O:24][C:22](=[O:23])[NH:21][CH:17]1[C:16](=[O:29])[N:15]2[CH:11]([C:9](=[O:10])[NH:36][CH:34]3[C:33]4[C:32](=[CH:51][CH:47]=[CH:46][CH:45]=4)[CH2:31][CH2:30][CH2:35]3)[CH2:12][CH2:13][CH:14]2[CH2:20][CH2:19][CH2:18]1)([CH3:28])([CH3:26])[CH3:27]. (3) Given the reactants [C:1]1([N:7]2[CH:15]=[C:14]3[C:9]([CH:10]=[C:11]([C:16]4[CH:17]=[C:18]([CH:26]5[CH2:31][CH2:30][NH:29][CH2:28][CH2:27]5)[N:19]5[C:24]=4[C:23]([NH2:25])=[N:22][CH:21]=[N:20]5)[CH:12]=[CH:13]3)=[N:8]2)[CH:6]=[CH:5][CH:4]=[CH:3][CH:2]=1.[CH3:32][S:33](Cl)(=[O:35])=[O:34].C(N(CC)C(C)C)(C)C, predict the reaction product. The product is: [CH3:32][S:33]([N:29]1[CH2:30][CH2:31][CH:26]([C:18]2[N:19]3[C:24]([C:23]([NH2:25])=[N:22][CH:21]=[N:20]3)=[C:16]([C:11]3[CH:12]=[CH:13][C:14]4[C:9]([CH:10]=3)=[N:8][N:7]([C:1]3[CH:2]=[CH:3][CH:4]=[CH:5][CH:6]=3)[CH:15]=4)[CH:17]=2)[CH2:27][CH2:28]1)(=[O:35])=[O:34].